Dataset: Full USPTO retrosynthesis dataset with 1.9M reactions from patents (1976-2016). Task: Predict the reactants needed to synthesize the given product. (1) Given the product [OH:1][C:2]1[CH:7]=[CH:6][C:5]([CH:8]([NH:10][C:15]2[C:14]3[N:18]=[CH:19][N:20]([C:13]=3[N:12]=[CH:11][N:16]=2)[C@@H:21]2[O:25][C@H:24]([CH2:26][OH:27])[C@@H:23]([OH:28])[C@H:22]2[OH:29])[CH3:9])=[CH:4][CH:3]=1, predict the reactants needed to synthesize it. The reactants are: [OH:1][C:2]1[CH:7]=[CH:6][C:5]([CH:8]([NH2:10])[CH3:9])=[CH:4][CH:3]=1.[CH:11]1[N:16]=[C:15](Cl)[C:14]2[N:18]=[CH:19][N:20]([C@@H:21]3[O:25][C@H:24]([CH2:26][OH:27])[C@@H:23]([OH:28])[C@H:22]3[OH:29])[C:13]=2[N:12]=1.C(N(CC)CC)C. (2) Given the product [OH:31][C@@:24]1([C:22]#[C:23][C:2]2[CH:3]=[C:4]([N:8]3[C:12]4=[CH:13][N:14]=[C:15]([CH3:17])[CH:16]=[C:11]4[C:10]([C:18]([O:20][CH3:21])=[O:19])=[N:9]3)[CH:5]=[CH:6][CH:7]=2)[CH2:28][CH2:27][N:26]([CH3:29])[C:25]1=[O:30], predict the reactants needed to synthesize it. The reactants are: I[C:2]1[CH:3]=[C:4]([N:8]2[C:12]3=[CH:13][N:14]=[C:15]([CH3:17])[CH:16]=[C:11]3[C:10]([C:18]([O:20][CH3:21])=[O:19])=[N:9]2)[CH:5]=[CH:6][CH:7]=1.[C:22]([C@:24]1([OH:31])[CH2:28][CH2:27][N:26]([CH3:29])[C:25]1=[O:30])#[CH:23]. (3) Given the product [O:74]=[C:71]1[CH:72]=[CH:73][C:69](=[O:68])[N:70]1[CH2:75][CH2:76][CH2:77][CH2:78][CH2:79][C:80]([NH:82][NH:83][C:1](=[O:2])[CH2:4][CH2:5][CH2:6][N:7]([CH3:66])[C@H:8]([C:12]([NH:14][C@H:15]([C:19]([N:21]([C@@H:23]([C@@H:62]([CH3:65])[CH2:63][CH3:64])[C@H:24]([O:60][CH3:61])[CH2:25][C:26]([N:28]1[CH2:32][CH2:31][CH2:30][C@H:29]1[C@H:33]([O:58][CH3:59])[C@@H:34]([CH3:57])[C:35](=[O:56])[NH:36][C@H:37]([C:45]1[O:46][C:47]([C:50]2[CH:55]=[CH:54][CH:53]=[CH:52][CH:51]=2)=[N:48][N:49]=1)[CH2:38][C:39]1[CH:40]=[CH:41][CH:42]=[CH:43][CH:44]=1)=[O:27])[CH3:22])=[O:20])[CH:16]([CH3:17])[CH3:18])=[O:13])[CH:9]([CH3:11])[CH3:10])=[O:81], predict the reactants needed to synthesize it. The reactants are: [C:1]([CH2:4][CH2:5][CH2:6][N:7]([CH3:66])[C@H:8]([C:12]([NH:14][C@H:15]([C:19]([N:21]([C@@H:23]([C@@H:62]([CH3:65])[CH2:63][CH3:64])[C@H:24]([O:60][CH3:61])[CH2:25][C:26]([N:28]1[CH2:32][CH2:31][CH2:30][C@H:29]1[C@H:33]([O:58][CH3:59])[C@@H:34]([CH3:57])[C:35](=[O:56])[NH:36][C@H:37]([C:45]1[O:46][C:47]([C:50]2[CH:55]=[CH:54][CH:53]=[CH:52][CH:51]=2)=[N:48][N:49]=1)[CH2:38][C:39]1[CH:44]=[CH:43][CH:42]=[CH:41][CH:40]=1)=[O:27])[CH3:22])=[O:20])[CH:16]([CH3:18])[CH3:17])=[O:13])[CH:9]([CH3:11])[CH3:10])(O)=[O:2].Cl.[O:68]=[C:69]1[CH:73]=[CH:72][C:71](=[O:74])[N:70]1[CH2:75][CH2:76][CH2:77][CH2:78][CH2:79][C:80]([NH:82][NH2:83])=[O:81]. (4) Given the product [Cl:47][C:48]1[CH:55]=[CH:54][CH:53]=[C:52]([Cl:56])[C:49]=1[CH2:50][S:45][C:44]1[S:46][C:10]([C:12]2[CH:17]=[N:16][CH:15]=[CH:14][N:13]=2)=[N:19][N:18]=1, predict the reactants needed to synthesize it. The reactants are: [N:13]1[CH:14]=[CH:15][N:16]=[CH:17][C:12]=1[C:10](O[C:10]([C:12]1[CH:17]=[N:16][CH:15]=[CH:14][N:13]=1)=O)=O.[NH2:18][NH2:19].COC1C=CC(P2(SP(C3C=CC(OC)=CC=3)(=S)S2)=S)=CC=1.[OH-].[K+].[C:44](=[S:46])=[S:45].[Cl:47][C:48]1[CH:55]=[CH:54][CH:53]=[C:52]([Cl:56])[C:49]=1[CH2:50]Br. (5) Given the product [Cl:1][C:2]1[CH:7]=[CH:6][C:5]([CH:8]([C:37]2[CH:38]=[CH:39][C:40]([Cl:43])=[CH:41][CH:42]=2)[C:9]2[CH:10]=[C:11]3[C:16](=[CH:17][CH:18]=2)[N:15]=[N:14][CH:13]=[C:12]3[NH:19][CH:20]2[CH2:21][CH2:22][N:23]([CH2:26][C:27]3[CH:36]=[CH:35][C:30]([C:31]([OH:33])=[O:32])=[CH:29][CH:28]=3)[CH2:24][CH2:25]2)=[CH:4][CH:3]=1, predict the reactants needed to synthesize it. The reactants are: [Cl:1][C:2]1[CH:7]=[CH:6][C:5]([CH:8]([C:37]2[CH:42]=[CH:41][C:40]([Cl:43])=[CH:39][CH:38]=2)[C:9]2[CH:10]=[C:11]3[C:16](=[CH:17][CH:18]=2)[N:15]=[N:14][CH:13]=[C:12]3[NH:19][CH:20]2[CH2:25][CH2:24][N:23]([CH2:26][C:27]3[CH:36]=[CH:35][C:30]([C:31]([O:33]C)=[O:32])=[CH:29][CH:28]=3)[CH2:22][CH2:21]2)=[CH:4][CH:3]=1.[OH-].[Na+].CO.Cl.